From a dataset of Catalyst prediction with 721,799 reactions and 888 catalyst types from USPTO. Predict which catalyst facilitates the given reaction. (1) The catalyst class is: 4. Product: [F:1][C:2]1[C:7]([F:8])=[CH:6][CH:5]=[CH:4][C:3]=1[C@H:9]1[CH2:14][N:13]2[C:15]([CH2:18][C:19]([F:22])([F:20])[F:21])=[CH:16][N:17]=[C:12]2[C@@H:11]([NH2:23])[CH2:10]1. Reactant: [F:1][C:2]1[C:7]([F:8])=[CH:6][CH:5]=[CH:4][C:3]=1[C@H:9]1[CH2:14][N:13]2[C:15]([CH2:18][C:19]([F:22])([F:21])[F:20])=[CH:16][N:17]=[C:12]2[C@@H:11]([NH:23]C(=O)OC(C)(C)C)[CH2:10]1.FC(F)(F)C(O)=O.C(=O)(O)[O-].[Na+].O. (2) Reactant: [NH2:1][CH2:2][C:3]1[CH:11]=[CH:10][C:6]([C:7]([OH:9])=[O:8])=[CH:5][CH:4]=1.[OH-].[Na+].C1COCC1.[C:19](O[C:19]([O:21][C:22]([CH3:25])([CH3:24])[CH3:23])=[O:20])([O:21][C:22]([CH3:25])([CH3:24])[CH3:23])=[O:20]. Product: [C:22]([O:21][C:19]([NH:1][CH2:2][C:3]1[CH:4]=[CH:5][C:6]([C:7]([OH:9])=[O:8])=[CH:10][CH:11]=1)=[O:20])([CH3:25])([CH3:24])[CH3:23]. The catalyst class is: 6. (3) Reactant: [NH2:1][C:2]1[CH:7]=[CH:6][C:5]([I:8])=[CH:4][N:3]=1.Br[CH2:10][C:11]([C:13]1[CH:18]=[CH:17][C:16]([Cl:19])=[CH:15][CH:14]=1)=O.C(=O)([O-])O.[Na+].O. Product: [Cl:19][C:16]1[CH:17]=[CH:18][C:13]([C:11]2[N:1]=[C:2]3[CH:7]=[CH:6][C:5]([I:8])=[CH:4][N:3]3[CH:10]=2)=[CH:14][CH:15]=1. The catalyst class is: 259. (4) Reactant: [SH:1][C:2]1[NH:3][C:4]([C:10]2[CH:15]=[CH:14][CH:13]=[CH:12][CH:11]=2)=[C:5]([C:7]([OH:9])=O)[N:6]=1.[CH3:16][O:17][C:18]1[CH:19]=[C:20]([N:26]2[CH2:31][CH2:30][NH:29][CH2:28][CH2:27]2)[CH:21]=[C:22]([O:24][CH3:25])[CH:23]=1.Cl.CN(C)CCCN=C=NCC.O.ON1C2C=CC=CC=2N=N1. Product: [CH3:16][O:17][C:18]1[CH:19]=[C:20]([N:26]2[CH2:27][CH2:28][N:29]([C:7]([C:5]3[N:6]=[C:2]([SH:1])[NH:3][C:4]=3[C:10]3[CH:15]=[CH:14][CH:13]=[CH:12][CH:11]=3)=[O:9])[CH2:30][CH2:31]2)[CH:21]=[C:22]([O:24][CH3:25])[CH:23]=1. The catalyst class is: 4.